This data is from Catalyst prediction with 721,799 reactions and 888 catalyst types from USPTO. The task is: Predict which catalyst facilitates the given reaction. (1) Reactant: Br[C:2]1[S:6][C:5]([N:7]2[CH:12]3[CH2:13][CH2:14][CH:8]2[CH2:9][O:10][CH2:11]3)=[N:4][C:3]=1[C:15]1[CH:20]=[CH:19][C:18]([Cl:21])=[CH:17][CH:16]=1.C(O)C.[NH2:25][S:26]([C:29]1[CH:34]=[CH:33][C:32](B(O)O)=[CH:31][CH:30]=1)(=[O:28])=[O:27].C(=O)([O-])[O-].[K+].[K+]. Product: [CH:12]12[N:7]([C:5]3[S:6][C:2]([C:32]4[CH:33]=[CH:34][C:29]([S:26]([NH2:25])(=[O:28])=[O:27])=[CH:30][CH:31]=4)=[C:3]([C:15]4[CH:20]=[CH:19][C:18]([Cl:21])=[CH:17][CH:16]=4)[N:4]=3)[CH:8]([CH2:14][CH2:13]1)[CH2:9][O:10][CH2:11]2. The catalyst class is: 109. (2) Product: [CH3:26][O:25][C:10]1[CH:11]=[C:12]2[C:7](=[CH:8][CH:9]=1)[N:6]=[C:5]([NH:4][CH2:3][CH2:2][NH:1][C:30]([NH:31][CH3:27])=[O:37])[N:14]=[C:13]2[N:15]([C:17]1[CH:18]=[CH:19][C:20]([O:23][CH3:24])=[CH:21][CH:22]=1)[CH3:16]. The catalyst class is: 2. Reactant: [NH2:1][CH2:2][CH2:3][NH:4][C:5]1[N:14]=[C:13]([N:15]([C:17]2[CH:22]=[CH:21][C:20]([O:23][CH3:24])=[CH:19][CH:18]=2)[CH3:16])[C:12]2[C:7](=[CH:8][CH:9]=[C:10]([O:25][CH3:26])[CH:11]=2)[N:6]=1.[C:27]1(=O)[N:31]([N:31]([CH3:27])[C:30](=[O:37])[O-])[C:30](=[O:37])CC1. (3) Reactant: [CH3:1][O:2][C:3]1[N:8]=[C:7]([O:9][CH3:10])[C:6]([B:11]([OH:13])[OH:12])=[CH:5][N:4]=1.O[C:15]([C:18](O)([CH3:20])[CH3:19])([CH3:17])[CH3:16]. Product: [CH3:1][O:2][C:3]1[N:8]=[C:7]([O:9][CH3:10])[C:6]([B:11]2[O:12][C:18]([CH3:20])([CH3:19])[C:15]([CH3:17])([CH3:16])[O:13]2)=[CH:5][N:4]=1. The catalyst class is: 7. (4) Reactant: Cl[C:2]1[N:7]=[CH:6][N:5]=[C:4]([C:8]2[CH:9]=[CH:10][C:11]([O:16][CH:17]3[CH2:22][CH2:21][O:20][CH2:19][CH2:18]3)=[C:12]([CH:15]=2)[C:13]#[N:14])[N:3]=1.[F:23][CH:24]([F:41])[CH2:25][N:26]1[CH2:31][CH2:30][N:29]([C:32]2[CH:38]=[CH:37][C:35]([NH2:36])=[CH:34][C:33]=2[O:39][CH3:40])[CH2:28][CH2:27]1.C(N(CC)C(C)C)(C)C. Product: [F:41][CH:24]([F:23])[CH2:25][N:26]1[CH2:27][CH2:28][N:29]([C:32]2[CH:38]=[CH:37][C:35]([NH:36][C:2]3[N:7]=[CH:6][N:5]=[C:4]([C:8]4[CH:9]=[CH:10][C:11]([O:16][CH:17]5[CH2:22][CH2:21][O:20][CH2:19][CH2:18]5)=[C:12]([CH:15]=4)[C:13]#[N:14])[N:3]=3)=[CH:34][C:33]=2[O:39][CH3:40])[CH2:30][CH2:31]1. The catalyst class is: 10.